From a dataset of NCI-60 drug combinations with 297,098 pairs across 59 cell lines. Regression. Given two drug SMILES strings and cell line genomic features, predict the synergy score measuring deviation from expected non-interaction effect. (1) Drug 1: CC1OCC2C(O1)C(C(C(O2)OC3C4COC(=O)C4C(C5=CC6=C(C=C35)OCO6)C7=CC(=C(C(=C7)OC)O)OC)O)O. Drug 2: C1C(C(OC1N2C=C(C(=O)NC2=O)F)CO)O. Cell line: OVCAR-5. Synergy scores: CSS=19.9, Synergy_ZIP=-10.0, Synergy_Bliss=-12.4, Synergy_Loewe=-6.98, Synergy_HSA=-7.01. (2) Drug 1: C1CN1P(=S)(N2CC2)N3CC3. Drug 2: C1C(C(OC1N2C=NC(=NC2=O)N)CO)O. Cell line: BT-549. Synergy scores: CSS=17.4, Synergy_ZIP=-6.30, Synergy_Bliss=2.56, Synergy_Loewe=2.31, Synergy_HSA=3.19. (3) Drug 1: C(=O)(N)NO. Drug 2: CC1=C(C=C(C=C1)C(=O)NC2=CC(=CC(=C2)C(F)(F)F)N3C=C(N=C3)C)NC4=NC=CC(=N4)C5=CN=CC=C5. Cell line: MDA-MB-435. Synergy scores: CSS=-3.20, Synergy_ZIP=0.810, Synergy_Bliss=-1.05, Synergy_Loewe=-3.99, Synergy_HSA=-3.26.